Predict the reactants needed to synthesize the given product. From a dataset of Full USPTO retrosynthesis dataset with 1.9M reactions from patents (1976-2016). (1) Given the product [C:1]([N:4]1[C:12]2[C:11]([Cl:24])=[CH:10][CH:9]=[C:8]3[CH2:13][CH2:14][N:15]([C:17]([O:19][C:20]([CH3:23])([CH3:22])[CH3:21])=[O:18])[CH2:16][CH:6]([C:7]=23)[CH2:5]1)(=[O:3])[CH3:2], predict the reactants needed to synthesize it. The reactants are: [C:1]([N:4]1[C:12]2[CH:11]=[CH:10][CH:9]=[C:8]3[CH2:13][CH2:14][N:15]([C:17]([O:19][C:20]([CH3:23])([CH3:22])[CH3:21])=[O:18])[CH2:16][CH:6]([C:7]=23)[CH2:5]1)(=[O:3])[CH3:2].[Cl:24]N1C(=O)CCC1=O.C(=O)(O)[O-].[Na+]. (2) Given the product [C:28]1([C:40]2[CH:41]=[CH:42][CH:43]=[CH:44][CH:45]=2)[CH:33]=[CH:32][CH:31]=[CH:30][C:29]=1[N:34]1[CH2:11][CH2:12][N:13]([CH2:16][CH2:17][CH:18]2[CH2:19][C:20]3([CH2:24][CH2:25][CH2:27][CH2:26]3)[C:21](=[O:23])[O:22]2)[CH2:14][CH2:15]1, predict the reactants needed to synthesize it. The reactants are: N1C2C=CC=CC=2N=C1C1[CH2:15][CH2:14][N:13]([CH2:16][CH2:17][CH:18]2[O:22][C:21](=[O:23])[C:20]([CH2:26][CH3:27])([CH2:24][CH3:25])[CH2:19]2)[CH2:12][CH2:11]1.[C:28]1([C:40]2[CH:45]=[CH:44][CH:43]=[CH:42][CH:41]=2)[CH:33]=[CH:32][CH:31]=[CH:30][C:29]=1[N:34]1CCNCC1.N1(C2C=CC=CC=2C#N)CCNCC1.CC1C=CC(S(OCCC2CC3(CCCC3)C(=O)O2)(=O)=O)=CC=1.CC1C=CC(S(OCCC2CC(CC)(CC)C(=O)O2)(=O)=O)=CC=1. (3) Given the product [CH2:1]([NH:8][C:9]1[N:14]2[N:15]=[CH:16][C:17]([C:18]([NH:42][S:39]([CH3:38])(=[O:41])=[O:40])=[O:19])=[C:13]2[N:12]=[CH:11][C:10]=1[C:21]([N:23]1[CH2:28][CH2:27][C:26]2([C:32]3[CH:33]=[CH:34][CH:35]=[C:36]([F:37])[C:31]=3[O:30][CH2:29]2)[CH2:25][CH2:24]1)=[O:22])[C:2]1[CH:3]=[CH:4][CH:5]=[CH:6][CH:7]=1, predict the reactants needed to synthesize it. The reactants are: [CH2:1]([NH:8][C:9]1[N:14]2[N:15]=[CH:16][C:17]([C:18](O)=[O:19])=[C:13]2[N:12]=[CH:11][C:10]=1[C:21]([N:23]1[CH2:28][CH2:27][C:26]2([C:32]3[CH:33]=[CH:34][CH:35]=[C:36]([F:37])[C:31]=3[O:30][CH2:29]2)[CH2:25][CH2:24]1)=[O:22])[C:2]1[CH:7]=[CH:6][CH:5]=[CH:4][CH:3]=1.[CH3:38][S:39]([NH2:42])(=[O:41])=[O:40]. (4) Given the product [CH2:6]([O:5][C:3](=[O:4])[CH:2]([N:11]([CH2:12][CH3:13])[CH2:9][CH3:10])[CH3:8])[CH3:7], predict the reactants needed to synthesize it. The reactants are: Br[CH:2]([CH3:8])[C:3]([O:5][CH2:6][CH3:7])=[O:4].[CH2:9]([NH:11][CH2:12][CH3:13])[CH3:10].